Dataset: Reaction yield outcomes from USPTO patents with 853,638 reactions. Task: Predict the reaction yield, written as a fraction of the theoretical maximum amount of product (1.0 means a 100% yield; for example, 0.34 means a 34% yield). (1) The reactants are [OH:1][CH2:2][CH:3]1[CH2:12][N:7]2[CH2:8][CH2:9][NH:10][CH2:11][CH:6]2[CH2:5][CH2:4]1.Cl[C:14]1[N:19]=[CH:18][CH:17]=[CH:16][N:15]=1.C(=O)([O-])[O-].[Na+].[Na+]. The catalyst is O. The product is [OH:1][CH2:2][CH:3]1[CH2:12][N:7]2[CH2:8][CH2:9][N:10]([C:14]3[N:19]=[CH:18][CH:17]=[CH:16][N:15]=3)[CH2:11][CH:6]2[CH2:5][CH2:4]1. The yield is 0.720. (2) The reactants are [CH2:1]([OH:19])[CH2:2][O:3][CH2:4][CH2:5][O:6][CH2:7][CH2:8][O:9][CH2:10][CH2:11][O:12][CH2:13][CH2:14][O:15][CH2:16][CH2:17][OH:18].N1C=CC=CC=1.[CH3:26][C:27]1[CH:32]=[CH:31][C:30]([S:33](Cl)(=[O:35])=[O:34])=[CH:29][CH:28]=1. The catalyst is C1COCC1. The product is [CH3:26][C:27]1[CH:32]=[CH:31][C:30]([S:33]([O:18][CH2:17][CH2:16][O:15][CH2:14][CH2:13][O:12][CH2:11][CH2:10][O:9][CH2:8][CH2:7][O:6][CH2:5][CH2:4][O:3][CH2:2][CH2:1][OH:19])(=[O:35])=[O:34])=[CH:29][CH:28]=1. The yield is 0.412. (3) The reactants are [Br:1][C:2]1[CH:7]=[CH:6][CH:5]=[C:4]([F:8])[C:3]=1[CH3:9].C1C(=O)[N:14](Br)[C:12](=O)C1.CC(N=NC(C#N)(C)C)(C#N)C.[C-]#N.[Na+]. The catalyst is C(Cl)(Cl)(Cl)Cl.O. The product is [Br:1][C:2]1[CH:7]=[CH:6][CH:5]=[C:4]([F:8])[C:3]=1[CH2:9][C:12]#[N:14]. The yield is 0.690. (4) The reactants are FC1C=CC(C2C=NC(N3CCN(S(C[C@H](C(C)C)C(O)=O)(=O)=[O:21])CC3)=NC=2)=CC=1.C([C@@H]1COC(=O)N1[C:44](=[O:73])[C@H:45]([CH2:49][S:50]([N:53]1[CH2:58][CH2:57][N:56]([C:59]2[N:64]=[CH:63][C:62]([C:65]3[CH:70]=[CH:69][C:68]([Cl:71])=[C:67]([Cl:72])[CH:66]=3)=[CH:61][N:60]=2)[CH2:55][CH2:54]1)(=[O:52])=[O:51])[CH:46]([CH3:48])[CH3:47])C1C=CC=CC=1. No catalyst specified. The product is [Cl:72][C:67]1[CH:66]=[C:65]([C:62]2[CH:63]=[N:64][C:59]([N:56]3[CH2:57][CH2:58][N:53]([S:50]([CH2:49][C@H:45]([CH:46]([CH3:48])[CH3:47])[C:44]([OH:73])=[O:21])(=[O:52])=[O:51])[CH2:54][CH2:55]3)=[N:60][CH:61]=2)[CH:70]=[CH:69][C:68]=1[Cl:71]. The yield is 0.730. (5) The reactants are [H-].[Na+].[O:3]=[C:4]([CH2:11][CH2:12][CH3:13])[CH2:5][C:6]([O:8][CH2:9][CH3:10])=[O:7].Br[CH:15]([C:17]1[CH:22]=[CH:21][C:20]([C:23]2[C:24]([C:29]#[N:30])=[CH:25][CH:26]=[CH:27][CH:28]=2)=[CH:19][CH:18]=1)[CH3:16].Cl. The catalyst is O1CCCC1. The product is [C:29]([C:24]1[CH:25]=[CH:26][CH:27]=[CH:28][C:23]=1[C:20]1[CH:19]=[CH:18][C:17]([CH:15]([CH:5]([C:4](=[O:3])[CH2:11][CH2:12][CH3:13])[C:6]([O:8][CH2:9][CH3:10])=[O:7])[CH3:16])=[CH:22][CH:21]=1)#[N:30]. The yield is 0.940. (6) The reactants are [CH2:1](Cl)[CH2:2]Cl.C1C=CC2N(O)N=[N:11]C=2C=1.C(OC(N[C@H:23]([CH2:27][C:28]1[CH:33]=[CH:32][C:31]([OH:34])=[CH:30][CH:29]=1)[C:24]([OH:26])=O)=O)(C)(C)C.F[C:36](F)(F)[C:37](O)=O.[CH2:42]([O:46][C:47]1([C:51]2[CH:56]=[CH:55][CH:54]=[CH:53]C=2C)[CH2:50][NH:49][CH2:48]1)[CH2:43][CH2:44][CH3:45].C([N:60]([CH2:63]C)[CH2:61][CH3:62])C.Cl.C[N:67](C)[CH:68]=[O:69]. No catalyst specified. The product is [CH2:42]([O:46][C:47]1([C:51]2[CH:56]=[CH:55][CH:54]=[CH:53][C:1]=2[CH3:2])[CH2:48][N:49]([C:24](=[O:26])[CH:23]([CH:36]([CH2:37][C:62]2[NH:11][CH:63]=[N:60][CH:61]=2)[C:68]([NH2:67])=[O:69])[CH2:27][C:28]2[CH:29]=[CH:30][C:31]([OH:34])=[CH:32][CH:33]=2)[CH2:50]1)[CH2:43][CH2:44][CH3:45]. The yield is 0.900. (7) The reactants are [H-].[Na+].[CH:3]1([CH2:7][N:8]([C:11]2[N:16]=[C:15]3[N:17]([CH3:21])[N:18]=[C:19]([CH3:20])[C:14]3=[CH:13][C:12]=2[CH2:22][NH:23][C:24]2[CH:28]=[C:27]([CH3:29])[O:26][N:25]=2)[CH2:9][CH3:10])[CH2:6][CH2:5][CH2:4]1.[F:30][C:31]([F:45])([F:44])[C:32]1[CH:33]=[C:34]([CH:37]=[C:38]([C:40]([F:43])([F:42])[F:41])[CH:39]=1)[CH2:35]Br.C(OCC)(=O)C. The catalyst is CN(C=O)C.O. The product is [F:30][C:31]([F:44])([F:45])[C:32]1[CH:33]=[C:34]([CH:37]=[C:38]([C:40]([F:43])([F:41])[F:42])[CH:39]=1)[CH2:35][N:23]([CH2:22][C:12]1[CH:13]=[C:14]2[C:19]([CH3:20])=[N:18][N:17]([CH3:21])[C:15]2=[N:16][C:11]=1[N:8]([CH2:7][CH:3]1[CH2:6][CH2:5][CH2:4]1)[CH2:9][CH3:10])[C:24]1[CH:28]=[C:27]([CH3:29])[O:26][N:25]=1. The yield is 0.290.